This data is from Ames mutagenicity test results for genotoxicity prediction. The task is: Regression/Classification. Given a drug SMILES string, predict its toxicity properties. Task type varies by dataset: regression for continuous values (e.g., LD50, hERG inhibition percentage) or binary classification for toxic/non-toxic outcomes (e.g., AMES mutagenicity, cardiotoxicity, hepatotoxicity). Dataset: ames. (1) The drug is CNC(=O)Oc1ccccc1OC(C)C. The result is 1 (mutagenic). (2) The molecule is N#Cc1cccc([N+](=O)[O-])c1. The result is 1 (mutagenic). (3) The molecule is C=C1C(=O)OC2CC(C)C3C=CC(=O)C3(C)C(O)C12. The result is 0 (non-mutagenic).